This data is from Forward reaction prediction with 1.9M reactions from USPTO patents (1976-2016). The task is: Predict the product of the given reaction. (1) The product is: [Cl:1][C:2]1[CH:3]=[CH:4][C:5]([O:19][CH2:20][C:21]2[CH:26]=[CH:25][C:24]([Cl:27])=[CH:23][C:22]=2[F:28])=[C:6]([CH:18]=1)[CH2:7][N:8]1[C:12]2[N:13]=[CH:14][CH:15]=[C:16]([C:29]#[N:30])[C:11]=2[CH2:10][CH2:9]1. Given the reactants [Cl:1][C:2]1[CH:3]=[CH:4][C:5]([O:19][CH2:20][C:21]2[CH:26]=[CH:25][C:24]([Cl:27])=[CH:23][C:22]=2[F:28])=[C:6]([CH:18]=1)[CH2:7][N:8]1[C:12]2=[N:13][CH:14]=[CH:15][C:16](I)=[C:11]2[CH2:10][CH2:9]1.[CH3:29][N:30](C=O)C, predict the reaction product. (2) Given the reactants C([Li])(C)(C)C.C1(C)C=C(C)C=C(C)C=1Br.[CH3:16][O:17][C:18]1[CH:23]=[CH:22][C:21]([CH3:24])=[CH:20][N:19]=1.C(=O)=O.CC(C)=O.[Cl:32][C:33]1[CH:34]=[C:35]2[C:39](=[CH:40][CH:41]=1)[NH:38][C:37](=[O:42])[C:36]2=[O:43].[NH4+].[Cl-], predict the reaction product. The product is: [Cl:32][C:33]1[CH:34]=[C:35]2[C:39](=[CH:40][CH:41]=1)[NH:38][C:37](=[O:42])[C:36]2([OH:43])[C:23]1[C:18]([O:17][CH3:16])=[N:19][CH:20]=[C:21]([CH3:24])[CH:22]=1. (3) Given the reactants [Cl:1][C:2]1[C:3]([F:14])=[C:4]([CH:7]=[C:8]([C:10]([F:13])([F:12])[F:11])[CH:9]=1)[CH:5]=[O:6].S([O-])(O[O-])(=O)=[O:16].[K+].[K+].[OH-].[Na+].Cl.C[N:27]([CH:29]=O)C, predict the reaction product. The product is: [CH:29]1([NH2+:27][CH:2]2[CH2:9][CH2:8][CH2:7][CH2:4][CH2:3]2)[CH2:4][CH2:3][CH2:2][CH2:9][CH2:8]1.[Cl:1][C:2]1[C:3]([F:14])=[C:4]([CH:7]=[C:8]([C:10]([F:12])([F:13])[F:11])[CH:9]=1)[C:5]([O-:16])=[O:6]. (4) Given the reactants C[CH:2]([NH2:4])[CH3:3].CCN([CH:11]([CH3:13])[CH3:12])C(C)C.C[N:15]([C:17]([O:21]N1N=NC2C=CC=NC1=2)=[N+](C)C)C.F[P-](F)(F)(F)(F)F, predict the reaction product. The product is: [C:17]([NH2:15])(=[O:21])[C:11]1[CH:12]=[CH:3][CH:2]=[N:4][CH:13]=1. (5) Given the reactants CCN(C(C)C)C(C)C.[F:10][C:11]1[CH:19]=[CH:18][CH:17]=[C:16]([F:20])[C:12]=1[C:13]([OH:15])=O.C1C=CC2N(O)N=NC=2C=1.CCN=C=NCCCN(C)C.[O:42]=[C:43]([N:60]1[CH2:65][CH2:64][NH:63][CH2:62][CH2:61]1)[CH2:44][NH:45][C:46]([C:48]1[CH:53]=[CH:52][C:51]([C:54]2[CH:59]=[CH:58][CH:57]=[CH:56][CH:55]=2)=[CH:50][CH:49]=1)=[O:47], predict the reaction product. The product is: [F:20][C:16]1[CH:17]=[CH:18][CH:19]=[C:11]([F:10])[C:12]=1[C:13]([N:63]1[CH2:62][CH2:61][N:60]([C:43](=[O:42])[CH2:44][NH:45][C:46]([C:48]2[CH:53]=[CH:52][C:51]([C:54]3[CH:59]=[CH:58][CH:57]=[CH:56][CH:55]=3)=[CH:50][CH:49]=2)=[O:47])[CH2:65][CH2:64]1)=[O:15]. (6) Given the reactants [Br:1][C:2]1[CH:3]=[N:4][C:5]([N:8]2[CH2:13][CH2:12][C:11]([OH:18])([C:14]([O:16]C)=[O:15])[CH2:10][CH2:9]2)=[N:6][CH:7]=1.[H-].[Na+].CI.[CH3:23]CCCCC, predict the reaction product. The product is: [Br:1][C:2]1[CH:3]=[N:4][C:5]([N:8]2[CH2:13][CH2:12][C:11]([O:18][CH3:23])([C:14]([OH:16])=[O:15])[CH2:10][CH2:9]2)=[N:6][CH:7]=1. (7) Given the reactants [CH3:1][C@@H:2]1[CH2:6][C:5]2[C:7]([CH:32]3[CH2:37][CH2:36][NH:35][CH2:34][CH2:33]3)=[C:8]([CH3:31])[CH:9]=[C:10]([NH:11][C:12]3[N:17]=[C:16]([NH:18][C:19]4[CH:24]=[CH:23][CH:22]=[CH:21][C:20]=4[S:25]([CH:28]([CH3:30])[CH3:29])(=[O:27])=[O:26])[N:15]=[CH:14][N:13]=3)[C:4]=2[O:3]1.Cl[CH2:39][C:40]([N:42]([CH3:44])[CH3:43])=[O:41].C([O-])([O-])=O.[K+].[K+], predict the reaction product. The product is: [CH:28]([S:25]([C:20]1[CH:21]=[CH:22][CH:23]=[CH:24][C:19]=1[NH:18][C:16]1[N:15]=[CH:14][N:13]=[C:12]([NH:11][C:10]2[C:4]3[O:3][C@H:2]([CH3:1])[CH2:6][C:5]=3[C:7]([CH:32]3[CH2:33][CH2:34][N:35]([CH2:39][C:40]([N:42]([CH3:44])[CH3:43])=[O:41])[CH2:36][CH2:37]3)=[C:8]([CH3:31])[CH:9]=2)[N:17]=1)(=[O:27])=[O:26])([CH3:29])[CH3:30].